This data is from Full USPTO retrosynthesis dataset with 1.9M reactions from patents (1976-2016). The task is: Predict the reactants needed to synthesize the given product. (1) Given the product [CH2:28]([O:27][C:25](=[O:26])[CH2:24][CH2:23][CH2:22][O:21][C:18]1[CH:19]=[CH:20][C:15]([CH2:14][C@@H:13]([C:30]([O:32][C:33]([CH3:36])([CH3:35])[CH3:34])=[O:31])[NH:12][C:11]2[NH:10][C:3]3[CH:4]=[CH:5][C:6]([O:8][CH3:9])=[CH:7][C:2]=3[N:1]=2)=[CH:16][CH:17]=1)[CH3:29], predict the reactants needed to synthesize it. The reactants are: [NH2:1][C:2]1[CH:7]=[C:6]([O:8][CH3:9])[CH:5]=[CH:4][C:3]=1[NH:10][C:11](=S)[NH:12][C@H:13]([C:30]([O:32][C:33]([CH3:36])([CH3:35])[CH3:34])=[O:31])[CH2:14][C:15]1[CH:20]=[CH:19][C:18]([O:21][CH2:22][CH2:23][CH2:24][C:25]([O:27][CH2:28][CH3:29])=[O:26])=[CH:17][CH:16]=1. (2) Given the product [CH3:15][O:14][C:12](=[O:13])[CH2:11][CH2:10][C:3]1[C:4]2[C:9](=[CH:8][CH:7]=[CH:6][CH:5]=2)[N:1]([C:16]([O:18][C:19]([CH3:22])([CH3:21])[CH3:20])=[O:17])[CH:2]=1, predict the reactants needed to synthesize it. The reactants are: [NH:1]1[C:9]2[C:4](=[CH:5][CH:6]=[CH:7][CH:8]=2)[C:3]([CH2:10][CH2:11][C:12]([O:14][CH3:15])=[O:13])=[CH:2]1.[C:16](O[C:16]([O:18][C:19]([CH3:22])([CH3:21])[CH3:20])=[O:17])([O:18][C:19]([CH3:22])([CH3:21])[CH3:20])=[O:17].O. (3) Given the product [CH:1]([C:4]1[N:8]=[C:7]([C:9]2[C:17]3[CH2:16][CH2:15][O:14][CH2:13][C:12]=3[S:11][C:10]=2[NH:18][C:30]([C:20]2[CH:19]3[CH2:26][CH2:25][CH:22]([CH2:23][CH2:24]3)[C:21]=2[C:27]([OH:29])=[O:28])=[O:31])[O:6][N:5]=1)([CH3:3])[CH3:2], predict the reactants needed to synthesize it. The reactants are: [CH:1]([C:4]1[N:8]=[C:7]([C:9]2[C:17]3[CH2:16][CH2:15][O:14][CH2:13][C:12]=3[S:11][C:10]=2[NH2:18])[O:6][N:5]=1)([CH3:3])[CH3:2].[CH:19]12[CH2:26][CH2:25][CH:22]([CH2:23][CH2:24]1)[C:21]1[C:27]([O:29][C:30](=[O:31])[C:20]2=1)=[O:28]. (4) Given the product [Cl:18][C:14]1[CH:13]=[C:12]([CH:17]=[CH:16][CH:15]=1)[CH2:11][N:10]1[C:6]([C:4]([OH:5])=[O:3])=[C:7]([C:33]2[CH:34]=[CH:35][C:36]([O:39][C:40]([F:41])([F:43])[F:42])=[CH:37][CH:38]=2)[C:8]2[S:21][C:20]([C:22]3[CH:27]=[CH:26][C:25]([O:28][C:29]([F:30])([F:31])[F:32])=[CH:24][CH:23]=3)=[CH:19][C:9]1=2, predict the reactants needed to synthesize it. The reactants are: C([O:3][C:4]([C:6]1[N:10]([CH2:11][C:12]2[CH:17]=[CH:16][CH:15]=[C:14]([Cl:18])[CH:13]=2)[C:9]2[CH:19]=[C:20]([C:22]3[CH:27]=[CH:26][C:25]([O:28][C:29]([F:32])([F:31])[F:30])=[CH:24][CH:23]=3)[S:21][C:8]=2[C:7]=1[C:33]1[CH:38]=[CH:37][C:36]([O:39][C:40]([F:43])([F:42])[F:41])=[CH:35][CH:34]=1)=[O:5])C.[OH-].[K+].CC#N.Cl. (5) Given the product [Cl:1][C:2]1[CH:18]=[CH:17][C:5]2[CH2:6][CH2:7][N:8]([C:11](=[O:16])[C:12]([F:15])([F:14])[F:13])[CH2:9][CH2:10][C:4]=2[C:3]=1[NH:43][CH2:42][C:41]1[CH:40]=[CH:39][C:38]([C:34]2[CH:33]=[C:32]([NH:31][CH2:30][CH:27]3[CH2:29][CH2:28]3)[N:37]=[CH:36][N:35]=2)=[CH:45][CH:44]=1, predict the reactants needed to synthesize it. The reactants are: [Cl:1][C:2]1[CH:18]=[CH:17][C:5]2[CH2:6][CH2:7][N:8]([C:11](=[O:16])[C:12]([F:15])([F:14])[F:13])[CH2:9][CH2:10][C:4]=2[C:3]=1OS(C(F)(F)F)(=O)=O.[CH:27]1([CH2:30][NH:31][C:32]2[N:37]=[CH:36][N:35]=[C:34]([C:38]3[CH:45]=[CH:44][C:41]([CH2:42][NH2:43])=[CH:40][CH:39]=3)[CH:33]=2)[CH2:29][CH2:28]1. (6) Given the product [CH2:1]([O:3][C:4]1[S:5][C:6]([CH:16]=[O:17])=[CH:7][CH:8]=1)[CH3:2], predict the reactants needed to synthesize it. The reactants are: [CH2:1]([O:3][C:4]1[S:5][CH:6]=[CH:7][CH:8]=1)[CH3:2].C([Li])CCC.CN(C)[CH:16]=[O:17].Cl. (7) Given the product [O:1]1[C:5]2[CH:6]=[CH:7][C:8]([C:10]3[C:19]([N:20]([CH:22]([CH3:24])[CH3:23])[CH3:21])=[N:18][C:17]4[C:12](=[CH:13][CH:14]=[C:15]([C:25]([OH:27])=[O:26])[CH:16]=4)[N:11]=3)=[CH:9][C:4]=2[O:3][CH2:2]1, predict the reactants needed to synthesize it. The reactants are: [O:1]1[C:5]2[CH:6]=[CH:7][C:8]([C:10]3[C:19]([N:20]([CH:22]([CH3:24])[CH3:23])[CH3:21])=[N:18][C:17]4[C:12](=[CH:13][CH:14]=[C:15]([C:25]([O:27]C)=[O:26])[CH:16]=4)[N:11]=3)=[CH:9][C:4]=2[O:3][CH2:2]1.CO.[OH-].[Na+]. (8) Given the product [OH:21][CH:20]([CH2:28][C:27]([CH3:29])=[CH2:26])[CH:19]([N:8]([CH2:7][C:6]1[CH:5]=[CH:4][C:3]([O:2][CH3:1])=[CH:24][CH:23]=1)[C:9](=[O:18])[O:10][CH2:11][C:12]1[CH:17]=[CH:16][CH:15]=[CH:14][CH:13]=1)[CH3:22], predict the reactants needed to synthesize it. The reactants are: [CH3:1][O:2][C:3]1[CH:24]=[CH:23][C:6]([CH2:7][N:8]([C@@H:19]([CH3:22])[CH:20]=[O:21])[C:9](=[O:18])[O:10][CH2:11][C:12]2[CH:17]=[CH:16][CH:15]=[CH:14][CH:13]=2)=[CH:5][CH:4]=1.Br[CH2:26][C:27]([CH3:29])=[CH2:28]. (9) Given the product [NH2:51][C:8]1[N:7]=[C:6]([NH:5][C:1]([CH3:4])([CH3:3])[CH3:2])[C:15]2[C:14](=[O:16])[N:13]([CH2:17][CH2:18][OH:19])[CH:12]=[N:11][C:10]=2[CH:9]=1, predict the reactants needed to synthesize it. The reactants are: [C:1]([NH:5][C:6]1[C:15]2[C:14](=[O:16])[N:13]([CH2:17][CH2:18][OH:19])[CH:12]=[N:11][C:10]=2[CH:9]=[C:8](Cl)[N:7]=1)([CH3:4])([CH3:3])[CH3:2].C1CCC(P(C2C(C3C=CC=CC=3)=CC=CC=2)C2CCCCC2)CC1.[Li+].C[Si]([N-:51][Si](C)(C)C)(C)C.[NH4+].[Cl-].